This data is from Catalyst prediction with 721,799 reactions and 888 catalyst types from USPTO. The task is: Predict which catalyst facilitates the given reaction. (1) Reactant: [Cl:1][C:2]1[CH:3]=[C:4]([CH2:9][C:10]([C:12]2[CH:17]=[CH:16][CH:15]=[CH:14][CH:13]=2)=O)[CH:5]=[CH:6][C:7]=1[Cl:8].[CH2:18]([O:20][C:21]1[CH:22]=[C:23]([CH:26]=[C:27]([N+:30]([O-:32])=[O:31])[C:28]=1[OH:29])[CH:24]=O)[CH3:19].[NH2:33][C:34]([NH2:36])=[O:35].Cl. The catalyst class is: 8. Product: [Cl:1][C:2]1[CH:3]=[C:4]([C:9]2[CH:24]([C:23]3[CH:26]=[C:27]([N+:30]([O-:32])=[O:31])[C:28]([OH:29])=[C:21]([O:20][CH2:18][CH3:19])[CH:22]=3)[NH:33][C:34](=[O:35])[NH:36][C:10]=2[C:12]2[CH:17]=[CH:16][CH:15]=[CH:14][CH:13]=2)[CH:5]=[CH:6][C:7]=1[Cl:8]. (2) Reactant: Cl[C:2]([C:5]1[C:6]([Cl:11])=[N:7][CH:8]=[CH:9][CH:10]=1)=[N:3][OH:4].[CH3:12][O:13][C:14](=[O:18])[C:15]#[C:16][CH3:17].C(N(CC)CC)C. Product: [CH3:12][O:13][C:14]([C:15]1[C:2]([C:5]2[C:6]([Cl:11])=[N:7][CH:8]=[CH:9][CH:10]=2)=[N:3][O:4][C:16]=1[CH3:17])=[O:18]. The catalyst class is: 27. (3) Product: [Br:1][C:2]1[CH:3]=[C:4]([O:9][C:10]2[C:15]([F:16])=[C:14]([CH2:17][NH2:20])[CH:13]=[CH:12][C:11]=2[Cl:19])[CH:5]=[C:6]([Cl:8])[CH:7]=1. Reactant: [Br:1][C:2]1[CH:3]=[C:4]([O:9][C:10]2[C:15]([F:16])=[C:14]([CH2:17]Br)[CH:13]=[CH:12][C:11]=2[Cl:19])[CH:5]=[C:6]([Cl:8])[CH:7]=1.[NH3:20]. The catalyst class is: 61. (4) Reactant: C(=O)([O:7][C:8]1[CH:13]=[CH:12][C:11]([F:14])=[C:10]([C:15]([C:17]2[CH:18]=[C:19]3[C:24](=[CH:25][CH:26]=2)[N:23]=[CH:22][C:21](Cl)=[N:20]3)=[O:16])[C:9]=1[F:28])OC(C)(C)C.[C:30]1(B(O)O)[CH:35]=[CH:34][CH:33]=[CH:32][CH:31]=1.C([O-])([O-])=O.[Na+].[Na+]. Product: [F:28][C:9]1[C:8]([OH:7])=[CH:13][CH:12]=[C:11]([F:14])[C:10]=1[C:15]([C:17]1[CH:18]=[C:19]2[C:24](=[CH:25][CH:26]=1)[N:23]=[CH:22][C:21]([C:30]1[CH:35]=[CH:34][CH:33]=[CH:32][CH:31]=1)=[N:20]2)=[O:16]. The catalyst class is: 117. (5) Reactant: [CH2:1]([C:3]1[O:7][CH:6]=[N:5][C:4]=1[C:8]([O:10]CC)=[O:9])[CH3:2].[OH-].[Na+]. Product: [CH2:1]([C:3]1[O:7][CH:6]=[N:5][C:4]=1[C:8]([OH:10])=[O:9])[CH3:2]. The catalyst class is: 88. (6) Reactant: [CH3:1][O:2][C:3]1[CH:4]=[C:5]2[C:10](=[CH:11][C:12]=1[OH:13])[N:9]=[CH:8][CH:7]=[C:6]2[O:14][C:15]1[C:16]([C:23]2[CH:28]=[CH:27][CH:26]=[C:25]([CH3:29])[N:24]=2)=[N:17][C:18]([CH3:22])=[C:19]([CH3:21])[CH:20]=1.C(=O)([O-])[O-].[K+].[K+].[CH2:36]([CH:38]1[O:40][CH2:39]1)Br.O. Product: [CH3:1][O:2][C:3]1[CH:4]=[C:5]2[C:10](=[CH:11][C:12]=1[O:13][CH2:36][CH:38]1[CH2:39][O:40]1)[N:9]=[CH:8][CH:7]=[C:6]2[O:14][C:15]1[C:16]([C:23]2[CH:28]=[CH:27][CH:26]=[C:25]([CH3:29])[N:24]=2)=[N:17][C:18]([CH3:22])=[C:19]([CH3:21])[CH:20]=1. The catalyst class is: 9.